Dataset: Full USPTO retrosynthesis dataset with 1.9M reactions from patents (1976-2016). Task: Predict the reactants needed to synthesize the given product. (1) Given the product [Cl:25][C:20]1[CH:19]=[C:18]([N:4]2[C:3](=[O:26])[C:2]([N:27]3[CH2:32][CH2:31][O:30][CH2:29][CH2:28]3)=[C:6]([C:7]3[CH:12]=[CH:11][C:10]([O:13][CH3:14])=[CH:9][C:8]=3[O:15][CH3:16])[C:5]2=[O:17])[CH:23]=[CH:22][C:21]=1[Cl:24], predict the reactants needed to synthesize it. The reactants are: Cl[C:2]1[C:3](=[O:26])[N:4]([C:18]2[CH:23]=[CH:22][C:21]([Cl:24])=[C:20]([Cl:25])[CH:19]=2)[C:5](=[O:17])[C:6]=1[C:7]1[CH:12]=[CH:11][C:10]([O:13][CH3:14])=[CH:9][C:8]=1[O:15][CH3:16].[NH:27]1[CH2:32][CH2:31][O:30][CH2:29][CH2:28]1. (2) Given the product [Cl:1][C:2]1[CH:3]=[CH:4][C:5]([CH:8]([NH2:9])[C:11]2[CH:16]=[CH:15][C:14]([CH2:17][N:18]3[CH2:19][CH2:20][CH2:21][CH2:22]3)=[C:13]([F:23])[CH:12]=2)=[CH:6][CH:7]=1, predict the reactants needed to synthesize it. The reactants are: [Cl:1][C:2]1[CH:7]=[CH:6][C:5]([C:8]([C:11]2[CH:16]=[CH:15][C:14]([CH2:17][N:18]3[CH2:22][CH2:21][CH2:20][CH2:19]3)=[C:13]([F:23])[CH:12]=2)=[N:9]O)=[CH:4][CH:3]=1.ClC1C=C(C(N)C2C=CC(CN3CCCC3)=C(Cl)C=2)C=CC=1.